Task: Predict the reaction yield, written as a fraction of the theoretical maximum amount of product (1.0 means a 100% yield; for example, 0.34 means a 34% yield).. Dataset: Reaction yield outcomes from USPTO patents with 853,638 reactions (1) The reactants are C(N(CC)CC)C.[CH2:8]([N:15]([CH2:27][C:28]1[CH:33]=[CH:32][CH:31]=[CH:30][CH:29]=1)[C@H:16]1[CH2:25][C:24]2[C:23]([OH:26])=[CH:22][CH:21]=[CH:20][C:19]=2[O:18][CH2:17]1)[C:9]1[CH:14]=[CH:13][CH:12]=[CH:11][CH:10]=1.[F:34][C:35]([F:48])([F:47])[S:36](O[S:36]([C:35]([F:48])([F:47])[F:34])(=[O:38])=[O:37])(=[O:38])=[O:37]. The catalyst is ClCCl. The product is [F:34][C:35]([F:48])([F:47])[S:36]([O:26][C:23]1[CH:22]=[CH:21][CH:20]=[C:19]2[C:24]=1[CH2:25][C@H:16]([N:15]([CH2:8][C:9]1[CH:10]=[CH:11][CH:12]=[CH:13][CH:14]=1)[CH2:27][C:28]1[CH:33]=[CH:32][CH:31]=[CH:30][CH:29]=1)[CH2:17][O:18]2)(=[O:38])=[O:37]. The yield is 0.930. (2) The yield is 0.940. The catalyst is COC(C)(C)C. The product is [CH2:1]([N:8]1[CH2:12][CH2:11][C@H:10]([O:13][S:28]([C:25]2[CH:26]=[CH:27][C:22]([CH3:32])=[CH:23][CH:24]=2)(=[O:30])=[O:29])[CH2:9]1)[C:2]1[CH:3]=[CH:4][CH:5]=[CH:6][CH:7]=1. The reactants are [CH2:1]([N:8]1[CH2:12][CH2:11][C@H:10]([OH:13])[CH2:9]1)[C:2]1[CH:7]=[CH:6][CH:5]=[CH:4][CH:3]=1.N12CCN(CC1)CC2.[C:22]1([CH3:32])[CH:27]=[CH:26][C:25]([S:28](Cl)(=[O:30])=[O:29])=[CH:24][CH:23]=1. (3) The reactants are [CH2:1]([O:4][C:5]1[CH:6]=[C:7]([CH:10]=[CH:11][C:12]=1[OH:13])[CH:8]=[O:9])[C:2]#[CH:3].C([O-])([O-])=O.[K+].[K+].CN(C=O)C.[Br:25][CH:26](Br)[CH3:27]. The catalyst is O. The product is [CH2:1]([O:4][C:5]1[CH:6]=[C:7]([CH:10]=[CH:11][C:12]=1[O:13][CH2:27][CH2:26][Br:25])[CH:8]=[O:9])[C:2]#[CH:3]. The yield is 0.770. (4) The reactants are [Cl:1][C:2]1[C:3]([CH2:12][N:13]2[C:17]([C:18](N(OC)C)=[O:19])=[CH:16][C:15]([O:24][CH:25]([CH3:27])[CH3:26])=[N:14]2)=[N:4][CH:5]=[C:6]([C:8]([F:11])([F:10])[F:9])[CH:7]=1.[H-].C([Al+]CC(C)C)C(C)C.CO.[C@H](O)(C([O-])=O)[C@@H](O)C([O-])=O.[Na+].[K+]. The catalyst is O1CCCC1.C1(C)C=CC=CC=1. The product is [Cl:1][C:2]1[C:3]([CH2:12][N:13]2[C:17]([CH:18]=[O:19])=[CH:16][C:15]([O:24][CH:25]([CH3:27])[CH3:26])=[N:14]2)=[N:4][CH:5]=[C:6]([C:8]([F:11])([F:9])[F:10])[CH:7]=1. The yield is 0.550. (5) The reactants are [C:1]([O:5][C:6]([NH:8][CH2:9][C:10]1[N:11]([CH2:29][CH:30]([CH3:32])[CH3:31])[C:12](=[O:28])[C:13]2[C:18]([C:19]=1[O:20][CH2:21][CH2:22][CH2:23][CH3:24])=[CH:17][C:16]([C:25]([NH2:27])=O)=[CH:15][CH:14]=2)=[O:7])([CH3:4])([CH3:3])[CH3:2].COC1C=CC(P2(SP(C3C=CC(OC)=CC=3)(=S)S2)=[S:42])=CC=1. The catalyst is C1(C)C=CC=CC=1. The product is [NH2:27][C:25]([C:16]1[CH:17]=[C:18]2[C:13](=[CH:14][CH:15]=1)[C:12](=[O:28])[N:11]([CH2:29][CH:30]([CH3:32])[CH3:31])[C:10]([CH2:9][NH:8][C:6](=[O:7])[O:5][C:1]([CH3:4])([CH3:3])[CH3:2])=[C:19]2[O:20][CH2:21][CH2:22][CH2:23][CH3:24])=[S:42]. The yield is 0.391. (6) The reactants are [OH:1][C:2]1[C:11]([C:12]([O:14][CH2:15][CH2:16][CH3:17])=[O:13])=[CH:10][C:9]2[C:4](=[CH:5][CH:6]=[CH:7][CH:8]=2)[CH:3]=1.Cl[C:19]1[C:28]2[C:23](=[CH:24][C:25]([O:31][CH3:32])=[C:26]([O:29][CH3:30])[CH:27]=2)[N:22]=[CH:21][CH:20]=1.O. The catalyst is CN(C)C1C=CN=CC=1.ClC1C=CC=CC=1Cl. The product is [CH3:30][O:29][C:26]1[CH:27]=[C:28]2[C:23](=[CH:24][C:25]=1[O:31][CH3:32])[N:22]=[CH:21][CH:20]=[C:19]2[O:1][C:2]1[C:11]([C:12]([O:14][CH2:15][CH2:16][CH3:17])=[O:13])=[CH:10][C:9]2[C:4]([CH:3]=1)=[CH:5][CH:6]=[CH:7][CH:8]=2. The yield is 0.440. (7) The reactants are [Cl:1][C:2]1[CH:9]=[CH:8][C:7]([N+:10]([O-])=O)=[CH:6][C:3]=1[C:4]#[N:5].[OH-].[Na+]. The catalyst is C(O)C. The product is [C:4]([C:3]1[CH:6]=[C:7]([CH:8]=[CH:9][C:2]=1[Cl:1])[NH2:10])#[N:5]. The yield is 0.510. (8) The reactants are [O:1]=[C:2]1[CH:7]=[C:6]([C:8]([O:10]C)=[O:9])[CH:5]=[CH:4][N:3]1[CH:12]([C:14]1[CH:19]=[CH:18][CH:17]=[CH:16][CH:15]=1)[CH3:13].O.[OH-].[Li+].O1CCCC1.Cl. The catalyst is O.CO. The product is [O:1]=[C:2]1[CH:7]=[C:6]([C:8]([OH:10])=[O:9])[CH:5]=[CH:4][N:3]1[CH:12]([C:14]1[CH:19]=[CH:18][CH:17]=[CH:16][CH:15]=1)[CH3:13]. The yield is 0.700.